The task is: Predict the reaction yield, written as a fraction of the theoretical maximum amount of product (1.0 means a 100% yield; for example, 0.34 means a 34% yield).. This data is from Reaction yield outcomes from USPTO patents with 853,638 reactions. (1) The reactants are [C:1]([O:5][C:6]([NH:8][CH2:9][C:10]1[CH:31]=[CH:30][C:13]([C:14]([NH:16][CH2:17][C:18]2[CH:29]=[CH:28][C:21]([O:22][CH2:23][CH2:24][C:25](O)=[O:26])=[CH:20][CH:19]=2)=[O:15])=[CH:12][CH:11]=1)=[O:7])([CH3:4])([CH3:3])[CH3:2].C1C=CC2N(O)N=NC=2C=1.CCN=C=NCCCN(C)C.[CH3:53][C:54]1([CH3:62])[O:61][C@@H:57]2[CH2:58][NH:59][CH2:60][C@H:56]2[O:55]1.CCN(C(C)C)C(C)C. The catalyst is CN(C=O)C.CCOC(C)=O. The product is [CH3:53][C:54]1([CH3:62])[O:61][C@@H:57]2[CH2:58][N:59]([C:25](=[O:26])[CH2:24][CH2:23][O:22][C:21]3[CH:28]=[CH:29][C:18]([CH2:17][NH:16][C:14]([C:13]4[CH:30]=[CH:31][C:10]([CH2:9][NH:8][C:6](=[O:7])[O:5][C:1]([CH3:4])([CH3:3])[CH3:2])=[CH:11][CH:12]=4)=[O:15])=[CH:19][CH:20]=3)[CH2:60][C@H:56]2[O:55]1. The yield is 0.120. (2) The reactants are Br[C:2]1[CH:3]=[C:4]([N:10]2[C:14]3=[N:15][CH:16]=[CH:17][CH:18]=[C:13]3[C:12]([C:19]([NH2:21])=[O:20])=[N:11]2)[CH:5]=[C:6]([O:8][CH3:9])[CH:7]=1.[C:22]([C@:24]1([OH:31])[CH2:28][CH2:27][N:26]([CH3:29])[C:25]1=[O:30])#[CH:23]. No catalyst specified. The product is [OH:31][C@@:24]1([C:22]#[C:23][C:2]2[CH:3]=[C:4]([N:10]3[C:14]4=[N:15][CH:16]=[CH:17][CH:18]=[C:13]4[C:12]([C:19]([NH2:21])=[O:20])=[N:11]3)[CH:5]=[C:6]([O:8][CH3:9])[CH:7]=2)[CH2:28][CH2:27][N:26]([CH3:29])[C:25]1=[O:30]. The yield is 0.540. (3) The reactants are [C:1]([C:3]1[C:4]([NH2:9])=[N:5][CH:6]=[CH:7][CH:8]=1)#[CH:2].[F:10][C:11]1[CH:16]=[C:15]([CH2:17][O:18][C:19]2[CH:24]=[CH:23][CH:22]=[CH:21][N:20]=2)[CH:14]=[CH:13][C:12]=1[CH2:25][C:26](Cl)=[N:27][OH:28].C(N(CC)CC)C. The catalyst is O1CCCC1. The product is [F:10][C:11]1[CH:16]=[C:15]([CH2:17][O:18][C:19]2[CH:24]=[CH:23][CH:22]=[CH:21][N:20]=2)[CH:14]=[CH:13][C:12]=1[CH2:25][C:26]1[CH:2]=[C:1]([C:3]2[C:4]([NH2:9])=[N:5][CH:6]=[CH:7][CH:8]=2)[O:28][N:27]=1. The yield is 0.240. (4) The reactants are [Si:1]([O:18][CH2:19][C@@H:20]1[CH2:24][CH2:23][C:22](=O)[N:21]1[C:26]([O:28][C:29]([CH3:32])([CH3:31])[CH3:30])=[O:27])([C:14]([CH3:17])([CH3:16])[CH3:15])([C:8]1[CH:13]=[CH:12][CH:11]=[CH:10][CH:9]=1)[C:2]1[CH:7]=[CH:6][CH:5]=[CH:4][CH:3]=1.C([BH-](CC)CC)C.[Li+].CCN(C(C)C)C(C)C.FC(F)(F)C(OC(=O)C(F)(F)F)=O. The catalyst is CN(C1C=CN=CC=1)C.C1(C)C=CC=CC=1. The product is [Si:1]([O:18][CH2:19][C@@H:20]1[CH2:24][CH:23]=[CH:22][N:21]1[C:26]([O:28][C:29]([CH3:32])([CH3:31])[CH3:30])=[O:27])([C:14]([CH3:16])([CH3:17])[CH3:15])([C:8]1[CH:13]=[CH:12][CH:11]=[CH:10][CH:9]=1)[C:2]1[CH:7]=[CH:6][CH:5]=[CH:4][CH:3]=1. The yield is 0.820. (5) The yield is 0.950. The catalyst is CC(N(C)C)=O.O. The reactants are Br[CH2:2][C:3]#[N:4].[Cl:5][C:6]1[N:14]=[C:13]2[C:9]([NH:10][C:11](=[O:20])[N:12]2[CH:15]2[CH2:19][CH2:18][CH2:17][CH2:16]2)=[CH:8][N:7]=1.[H-].[Na+].CCCC(C)C. The product is [Cl:5][C:6]1[N:14]=[C:13]2[C:9]([N:10]([CH2:2][C:3]#[N:4])[C:11](=[O:20])[N:12]2[CH:15]2[CH2:19][CH2:18][CH2:17][CH2:16]2)=[CH:8][N:7]=1.